This data is from Full USPTO retrosynthesis dataset with 1.9M reactions from patents (1976-2016). The task is: Predict the reactants needed to synthesize the given product. (1) Given the product [F:19][C:2]([F:1])([F:18])[O:3][C:4]1[CH:5]=[CH:6][C:7]([O:8][C:9]2[CH:10]=[CH:11][N:12]=[CH:13][CH:14]=2)=[CH:16][CH:17]=1, predict the reactants needed to synthesize it. The reactants are: [F:1][C:2]([F:19])([F:18])[O:3][C:4]1[CH:17]=[CH:16][C:7]([O:8][C:9]2[CH:14]=[CH:13][N+:12]([O-])=[CH:11][CH:10]=2)=[CH:6][CH:5]=1.[H][H]. (2) Given the product [CH3:1][C:2]1[CH:3]=[CH:4][C:5]([CH2:6][N:7]2[C:16]3[C:11](=[CH:12][CH:13]=[CH:14][CH:15]=3)[C:10](=[O:17])[N:9]([CH2:18][C:19]3[CH:20]=[CH:21][C:22]([C:23]([OH:25])=[O:24])=[CH:27][CH:28]=3)[C:8]2=[O:29])=[CH:30][CH:31]=1, predict the reactants needed to synthesize it. The reactants are: [CH3:1][C:2]1[CH:31]=[CH:30][C:5]([CH2:6][N:7]2[C:16]3[C:11](=[CH:12][CH:13]=[CH:14][CH:15]=3)[C:10](=[O:17])[N:9]([CH2:18][C:19]3[CH:28]=[CH:27][C:22]([C:23]([O:25]C)=[O:24])=[CH:21][CH:20]=3)[C:8]2=[O:29])=[CH:4][CH:3]=1.[OH-].[Li+].Cl.